This data is from Peptide-MHC class II binding affinity with 134,281 pairs from IEDB. The task is: Regression. Given a peptide amino acid sequence and an MHC pseudo amino acid sequence, predict their binding affinity value. This is MHC class II binding data. (1) The peptide sequence is KIIGGIGGFIKVRQYDQIPI. The MHC is DRB1_0301 with pseudo-sequence DRB1_0301. The binding affinity (normalized) is 0. (2) The peptide sequence is GTSGSPIVNRNGEVI. The MHC is DRB1_0101 with pseudo-sequence DRB1_0101. The binding affinity (normalized) is 0.177.